This data is from Forward reaction prediction with 1.9M reactions from USPTO patents (1976-2016). The task is: Predict the product of the given reaction. Given the reactants [OH:1][CH2:2][C@H:3]1[NH:8][CH2:7][C@H:6]([OH:9])[CH2:5][CH2:4]1.Cl.C(=O)([O-])[O-].[Na+].[Na+].[C:17]1([CH3:27])[CH:22]=[CH:21][C:20]([S:23](Cl)(=[O:25])=[O:24])=[CH:19][CH:18]=1, predict the reaction product. The product is: [OH:1][CH2:2][C@H:3]1[N:8]([S:23]([C:20]2[CH:21]=[CH:22][C:17]([CH3:27])=[CH:18][CH:19]=2)(=[O:25])=[O:24])[CH2:7][C@H:6]([OH:9])[CH2:5][CH2:4]1.